The task is: Predict the reactants needed to synthesize the given product.. This data is from Full USPTO retrosynthesis dataset with 1.9M reactions from patents (1976-2016). (1) Given the product [C:1]([O:5][C:6]([N:8]1[CH2:13][CH2:12][N:11]2[N:14]=[C:15]([C:17]([F:18])([F:20])[F:19])[N:16]=[C:10]2[CH:9]1[CH2:21][O:22][S:31]([CH3:30])(=[O:33])=[O:32])=[O:7])([CH3:4])([CH3:3])[CH3:2], predict the reactants needed to synthesize it. The reactants are: [C:1]([O:5][C:6]([N:8]1[CH2:13][CH2:12][N:11]2[N:14]=[C:15]([C:17]([F:20])([F:19])[F:18])[N:16]=[C:10]2[CH:9]1[CH2:21][OH:22])=[O:7])([CH3:4])([CH3:3])[CH3:2].C(N(CC)CC)C.[CH3:30][S:31](Cl)(=[O:33])=[O:32].C(=O)(O)[O-].[Na+]. (2) Given the product [Br:1]/[CH:2]=[CH:3]\[CH:18]([CH3:19])[CH2:17][CH2:16][CH2:15][C:13]([CH3:22])([O:12][Si:9]([C:5]([CH3:8])([CH3:7])[CH3:6])([CH3:11])[CH3:10])[CH3:14], predict the reactants needed to synthesize it. The reactants are: [Br:1][CH:2]=[CH:3]Br.[C:5]([Si:9]([O:12][C:13]([CH3:22])([CH2:15][CH2:16][CH2:17][CH:18](C)[CH:19]=C)[CH3:14])([CH3:11])[CH3:10])([CH3:8])([CH3:7])[CH3:6]. (3) Given the product [CH3:1][N:2]([C:12]1[CH:17]=[CH:16][C:15]([CH3:18])=[CH:14][CH:13]=1)[C:3]1[CH:4]=[CH:5][C:6]2[O:10][CH2:9][O:8][C:7]=2[CH:11]=1, predict the reactants needed to synthesize it. The reactants are: [CH3:1][N+:2](C)([C:12]1[CH:17]=[CH:16][C:15]([CH3:18])=[CH:14][CH:13]=1)[C:3]1[C:11]2[O:10][CH2:9][O:8][C:7]=2[CH:6]=[CH:5][CH:4]=1.C1OCCOCCOCCOCCOCCOC1.[F-].[K+]. (4) Given the product [C:27]1([C:21]2[CH:26]=[CH:25][CH:24]=[CH:23][CH:22]=2)[CH:34]=[CH:33][CH:32]=[C:29]([CH2:30][NH:31][C:17](=[O:19])/[CH:16]=[CH:15]/[C:5]2[CH:6]=[CH:7][C:8]([N:9]3[CH:13]=[C:12]([CH3:14])[N:11]=[CH:10]3)=[C:3]([O:2][CH3:1])[CH:4]=2)[CH:28]=1, predict the reactants needed to synthesize it. The reactants are: [CH3:1][O:2][C:3]1[CH:4]=[C:5](/[CH:15]=[CH:16]/[C:17]([OH:19])=O)[CH:6]=[CH:7][C:8]=1[N:9]1[CH:13]=[C:12]([CH3:14])[N:11]=[CH:10]1.Cl.[C:21]1([C:27]2[CH:28]=[C:29]([CH:32]=[CH:33][CH:34]=2)[CH2:30][NH2:31])[CH:26]=[CH:25][CH:24]=[CH:23][CH:22]=1.C(N(C(C)C)CC)(C)C.C1C=CC2N(O)N=NC=2C=1. (5) Given the product [CH:32]1[C:33]2[CH:34]([CH2:36][O:37][C:38](=[O:39])[NH:40][C@H:41]([C:42](=[O:43])[NH:1][C:2]3[CH:3]=[CH:4][C:5]([CH2:6][N:7]([CH:15]4[CH2:20][CH2:19][CH2:18][CH2:17][CH2:16]4)[C:8]([C:10]4[O:11][CH:12]=[CH:13][CH:14]=4)=[O:9])=[CH:21][CH:22]=3)[CH2:45][CH3:46])[C:35]3[C:27](=[CH:26][CH:25]=[CH:24][CH:23]=3)[C:28]=2[CH:29]=[CH:30][CH:31]=1, predict the reactants needed to synthesize it. The reactants are: [NH2:1][C:2]1[CH:22]=[CH:21][C:5]([CH2:6][N:7]([CH:15]2[CH2:20][CH2:19][CH2:18][CH2:17][CH2:16]2)[C:8]([C:10]2[O:11][CH:12]=[CH:13][CH:14]=2)=[O:9])=[CH:4][CH:3]=1.[CH:23]1[C:35]2[CH:34]([CH2:36][O:37][C:38]([NH:40][C@@H:41]([CH2:45][CH3:46])[C:42](O)=[O:43])=[O:39])[C:33]3[C:28](=[CH:29][CH:30]=[CH:31][CH:32]=3)[C:27]=2[CH:26]=[CH:25][CH:24]=1.